This data is from Peptide-MHC class I binding affinity with 185,985 pairs from IEDB/IMGT. The task is: Regression. Given a peptide amino acid sequence and an MHC pseudo amino acid sequence, predict their binding affinity value. This is MHC class I binding data. (1) The peptide sequence is WPALSSIAA. The MHC is HLA-B08:01 with pseudo-sequence HLA-B08:01. The binding affinity (normalized) is 0.339. (2) The peptide sequence is YSDIPRLKK. The MHC is HLA-A30:01 with pseudo-sequence HLA-A30:01. The binding affinity (normalized) is 0.219. (3) The peptide sequence is DYCNVLNKEF. The MHC is HLA-B54:01 with pseudo-sequence HLA-B54:01. The binding affinity (normalized) is 0.00787. (4) The peptide sequence is ILRNYLRLY. The MHC is HLA-A31:01 with pseudo-sequence HLA-A31:01. The binding affinity (normalized) is 0.166. (5) The peptide sequence is ATRRMIQL. The MHC is HLA-A02:02 with pseudo-sequence HLA-A02:02. The binding affinity (normalized) is 0. (6) The peptide sequence is EFFGWAEGY. The MHC is HLA-A80:01 with pseudo-sequence HLA-A80:01. The binding affinity (normalized) is 0.243. (7) The peptide sequence is RVCWLHECT. The MHC is HLA-A33:01 with pseudo-sequence HLA-A33:01. The binding affinity (normalized) is 0.